This data is from Reaction yield outcomes from USPTO patents with 853,638 reactions. The task is: Predict the reaction yield, written as a fraction of the theoretical maximum amount of product (1.0 means a 100% yield; for example, 0.34 means a 34% yield). (1) The reactants are [F:1][C:2]1[CH:47]=[CH:46][CH:45]=[C:44]([F:48])[C:3]=1[CH2:4][N:5]1[C:10]2[S:11][C:12]([C:24]3[CH:29]=[CH:28][C:27]([NH:30][C:31]([NH:33][O:34][CH3:35])=[O:32])=[CH:26][CH:25]=3)=[C:13]([CH2:14][N:15]([CH3:23])[CH2:16][C:17]3[CH:22]=[CH:21][CH:20]=[CH:19][N:18]=3)[C:9]=2[C:8](=[O:36])[N:7]([CH2:37][CH2:38][C:39](OC)=O)[C:6]1=[O:43].NC(CC)[CH2:51][CH2:52][CH2:53][OH:54]. No catalyst specified. The product is [F:1][C:2]1[CH:47]=[CH:46][CH:45]=[C:44]([F:48])[C:3]=1[CH2:4][N:5]1[C:10]2[S:11][C:12]([C:24]3[CH:25]=[CH:26][C:27]([NH:30][C:31]([NH:33][O:34][CH3:35])=[O:32])=[CH:28][CH:29]=3)=[C:13]([CH2:14][N:15]([CH3:23])[CH2:16][C:17]3[CH:22]=[CH:21][CH:20]=[CH:19][N:18]=3)[C:9]=2[C:8](=[O:36])[N:7]([CH:37]2[CH2:38][CH2:39][CH:53]([OH:54])[CH2:52][CH2:51]2)[C:6]1=[O:43]. The yield is 0.450. (2) The reactants are [NH2:1][C:2]1[CH:11]=[C:10]([Cl:12])[C:9]([I:13])=[CH:8][C:3]=1[C:4]([O:6]C)=O.[C:14]1([CH3:27])[CH:19]=[CH:18][CH:17]=[CH:16][C:15]=1[O:20][CH2:21][C:22](OCC)=[O:23].C[Si]([N-][Si](C)(C)C)(C)C.[K+]. The catalyst is C1COCC1. The product is [Cl:12][C:10]1[CH:11]=[C:2]2[C:3]([C:4]([OH:6])=[C:21]([O:20][C:15]3[CH:16]=[CH:17][CH:18]=[CH:19][C:14]=3[CH3:27])[C:22](=[O:23])[NH:1]2)=[CH:8][C:9]=1[I:13]. The yield is 0.750. (3) The reactants are Cl[C:2]([O:4][CH2:5][Cl:6])=[O:3].[C:7]([O:11][C:12]([NH:14][C@H:15]([C:19]([O:21][CH2:22][CH:23]([CH2:25][O:26][C:27](=[O:40])[C@H:28]([CH:37]([CH3:39])[CH3:38])[NH:29][C:30]([O:32][C:33]([CH3:36])([CH3:35])[CH3:34])=[O:31])[OH:24])=[O:20])[CH:16]([CH3:18])[CH3:17])=[O:13])([CH3:10])([CH3:9])[CH3:8].N1C=CC=CC=1. The catalyst is C(Cl)Cl. The yield is 0.930. The product is [Cl:6][CH2:5][O:4][C:2]([O:24][CH:23]([CH2:25][O:26][C:27](=[O:40])[C@H:28]([CH:37]([CH3:39])[CH3:38])[NH:29][C:30]([O:32][C:33]([CH3:36])([CH3:35])[CH3:34])=[O:31])[CH2:22][O:21][C:19](=[O:20])[C@H:15]([CH:16]([CH3:18])[CH3:17])[NH:14][C:12]([O:11][C:7]([CH3:8])([CH3:10])[CH3:9])=[O:13])=[O:3]. (4) The reactants are B(F)(F)F.CCOCC.[CH3:10][O:11][C:12]([N:14]1[CH2:20][CH2:19][C:18]2([C:21]3[CH:26]=[CH:25][CH:24]=[CH:23][CH:22]=3)[CH:16]([O:17]2)[CH2:15]1)=[O:13]. No catalyst specified. The product is [CH3:10][O:11][C:12]([N:14]1[CH2:20][CH2:19][C:18]([CH:16]=[O:17])([C:21]2[CH:22]=[CH:23][CH:24]=[CH:25][CH:26]=2)[CH2:15]1)=[O:13]. The yield is 0.970. (5) The reactants are [CH3:1][O:2][C:3](=[O:33])[C:4]1[CH:9]=[CH:8][C:7]([CH2:10][N:11]2[CH:15]=[C:14]([C:16]3[CH:21]=[CH:20][C:19]([Cl:22])=[CH:18][C:17]=3[Cl:23])[N:13]=[C:12]2/[CH:24]=[CH:25]/[C:26]2[CH:31]=[CH:30][C:29](Br)=[CH:28][CH:27]=2)=[CH:6][CH:5]=1.Cl.[O:35]1[CH2:40][CH2:39][N:38]([C:41]2[CH:42]=[C:43](B(O)O)[CH:44]=[CH:45][CH:46]=2)[CH2:37][CH2:36]1. No catalyst specified. The product is [CH3:1][O:2][C:3](=[O:33])[C:4]1[CH:9]=[CH:8][C:7]([CH2:10][N:11]2[CH:15]=[C:14]([C:16]3[CH:21]=[CH:20][C:19]([Cl:22])=[CH:18][C:17]=3[Cl:23])[N:13]=[C:12]2/[CH:24]=[CH:25]/[C:26]2[CH:31]=[CH:30][C:29]([C:45]3[CH:44]=[CH:43][CH:42]=[C:41]([N:38]4[CH2:37][CH2:36][O:35][CH2:40][CH2:39]4)[CH:46]=3)=[CH:28][CH:27]=2)=[CH:6][CH:5]=1. The yield is 0.660. (6) The reactants are CO[C:3]([C:5]1[S:9][C:8](/[CH:10]=[CH:11]/[C:12]2[C:13]([CH2:18][CH2:19][CH2:20][CH3:21])=[N:14][O:15][C:16]=2[CH3:17])=[N:7][C:6]=1[CH3:22])=[O:4].[NH2:23][CH:24]([CH2:27][OH:28])[CH2:25][OH:26]. No catalyst specified. The product is [OH:26][CH2:25][CH:24]([NH:23][C:3]([C:5]1[S:9][C:8](/[CH:10]=[CH:11]/[C:12]2[C:13]([CH2:18][CH2:19][CH2:20][CH3:21])=[N:14][O:15][C:16]=2[CH3:17])=[N:7][C:6]=1[CH3:22])=[O:4])[CH2:27][OH:28]. The yield is 0.860. (7) The reactants are [OH-].[Na+].[F:3][C:4]1[CH:5]=[CH:6][C:7]2[S:11][C:10]([NH:12][C:13]3[CH:18]=[CH:17][C:16]([C:19]4[CH:24]=[CH:23][C:22]([C:25]([C@@H:27]5[CH2:31][CH2:30][CH2:29][C@H:28]5[C:32]([O:34]C)=[O:33])=[O:26])=[CH:21][CH:20]=4)=[CH:15][CH:14]=3)=[N:9][C:8]=2[CH:36]=1.CO. The catalyst is C1COCC1. The product is [F:3][C:4]1[CH:5]=[CH:6][C:7]2[S:11][C:10]([NH:12][C:13]3[CH:14]=[CH:15][C:16]([C:19]4[CH:24]=[CH:23][C:22]([C:25]([C@@H:27]5[CH2:31][CH2:30][CH2:29][C@H:28]5[C:32]([OH:34])=[O:33])=[O:26])=[CH:21][CH:20]=4)=[CH:17][CH:18]=3)=[N:9][C:8]=2[CH:36]=1. The yield is 0.840. (8) The yield is 0.340. The product is [CH3:1][O:2][C:3]1[CH:8]=[C:7]([O:9][CH3:10])[N:6]=[C:5]([C:11]2[C:19]3[C:18](=[C:17]([CH3:16])[CH:22]=[CH:21][CH:20]=3)[NH:23][C:12]=2[CH3:13])[N:4]=1. The reactants are [CH3:1][O:2][C:3]1[CH:8]=[C:7]([O:9][CH3:10])[N:6]=[C:5]([CH2:11][C:12](=O)[CH3:13])[N:4]=1.Cl.[CH3:16][C:17]1[CH:22]=[CH:21][CH:20]=[CH:19][C:18]=1[NH:23]N.C(OCC)(=O)C.O. The catalyst is C1(C)C=CC=CC=1.[Cl-].[Zn+2].[Cl-].C(OCC)(=O)C.CCCCCC. (9) The reactants are N(C(OC(C)(C)C)=O)=NC(OC(C)(C)C)=O.[CH2:17]([O:19][C:20]([C:22]1[NH:23][N:24]=[C:25]([CH2:27][O:28][C:29]2[CH:34]=[CH:33][CH:32]=[CH:31][CH:30]=2)[CH:26]=1)=[O:21])[CH3:18].[Br:35][CH2:36][CH2:37]O.C1(P(C2C=CC=CC=2)C2C=CC=CC=2)C=CC=CC=1. The catalyst is C1COCC1. The product is [CH2:17]([O:19][C:20]([C:22]1[N:23]([CH2:37][CH2:36][Br:35])[N:24]=[C:25]([CH2:27][O:28][C:29]2[CH:34]=[CH:33][CH:32]=[CH:31][CH:30]=2)[CH:26]=1)=[O:21])[CH3:18]. The yield is 0.710.